The task is: Predict the reactants needed to synthesize the given product.. This data is from Full USPTO retrosynthesis dataset with 1.9M reactions from patents (1976-2016). (1) The reactants are: [C:1]([CH2:3][C:4]1[C:12]2[C:7](=[CH:8][CH:9]=[C:10]([O:13][CH3:14])[CH:11]=2)[N:6](C(OC(C)(C)C)=O)[CH:5]=1)#[N:2].[H-].[Na+].[F:24][C:25]1[C:30]([CH:31]=O)=[CH:29][CH:28]=[CH:27][N:26]=1.C(OCC)C. Given the product [F:24][C:25]1[C:30](/[CH:31]=[C:3](/[C:4]2[C:12]3[C:7](=[CH:8][CH:9]=[C:10]([O:13][CH3:14])[CH:11]=3)[NH:6][CH:5]=2)\[C:1]#[N:2])=[CH:29][CH:28]=[CH:27][N:26]=1, predict the reactants needed to synthesize it. (2) Given the product [CH2:41]([N:40]([CH2:39][C:38]([NH:37][CH2:35][CH3:36])=[O:43])[C:32]([C:17]1[CH:18]=[C:19]2[C:14](=[CH:15][CH:16]=1)[N:13]([CH2:12][CH2:11][F:10])[C:25]1[CH2:24][CH2:23][CH:22]([CH:26]3[CH2:27][CH2:28][O:29][CH2:30][CH2:31]3)[CH2:21][C:20]2=1)=[O:34])[CH3:42], predict the reactants needed to synthesize it. The reactants are: C(N(CC)C(C)C)(C)C.[F:10][CH2:11][CH2:12][N:13]1[C:25]2[CH2:24][CH2:23][CH:22]([CH:26]3[CH2:31][CH2:30][O:29][CH2:28][CH2:27]3)[CH2:21][C:20]=2[C:19]2[C:14]1=[CH:15][CH:16]=[C:17]([C:32]([OH:34])=O)[CH:18]=2.[CH2:35]([NH:37][C:38](=[O:43])[CH2:39][NH:40][CH2:41][CH3:42])[CH3:36].CN(C(ON1N=NC2C=CC=NC1=2)=[N+](C)C)C.F[P-](F)(F)(F)(F)F.